This data is from Full USPTO retrosynthesis dataset with 1.9M reactions from patents (1976-2016). The task is: Predict the reactants needed to synthesize the given product. The reactants are: [CH2:1]([C@H:8]([NH:43][C:44](=[O:50])[O:45][C:46]([CH3:49])([CH3:48])[CH3:47])[C@@H:9]([OH:42])[CH:10]([NH:30][S:31]([C:34]1[CH:39]=[CH:38][C:37]([O:40][CH3:41])=[CH:36][CH:35]=1)(=[O:33])=[O:32])[CH2:11][C:12]([CH3:29])([CH3:28])[CH2:13][CH2:14][O:15][C:16]([O:18]C1C=CC([N+]([O-])=O)=CC=1)=O)[C:2]1[CH:7]=[CH:6][CH:5]=[CH:4][CH:3]=1.[NH4+:51]. Given the product [CH2:1]([C@H:8]([NH:43][C:44](=[O:50])[O:45][C:46]([CH3:48])([CH3:47])[CH3:49])[C@@H:9]([OH:42])[CH:10]([NH:30][S:31]([C:34]1[CH:35]=[CH:36][C:37]([O:40][CH3:41])=[CH:38][CH:39]=1)(=[O:33])=[O:32])[CH2:11][C:12]([CH3:28])([CH3:29])[CH2:13][CH2:14][O:15][C:16](=[O:18])[NH2:51])[C:2]1[CH:3]=[CH:4][CH:5]=[CH:6][CH:7]=1, predict the reactants needed to synthesize it.